This data is from Full USPTO retrosynthesis dataset with 1.9M reactions from patents (1976-2016). The task is: Predict the reactants needed to synthesize the given product. Given the product [Br:1][C:2]1[CH:3]=[C:4]2[C:9](=[CH:10][C:11]=1[C:12]#[N:13])[N:8]([C:14]1[C:18]3[CH2:19][NH:20][CH2:21][CH2:22][C:17]=3[N:16]([CH:30]3[CH2:35][CH2:34][O:33][CH2:32][CH2:31]3)[N:15]=1)[CH2:7][CH2:6][CH2:5]2, predict the reactants needed to synthesize it. The reactants are: [Br:1][C:2]1[CH:3]=[C:4]2[C:9](=[CH:10][C:11]=1[C:12]#[N:13])[N:8]([C:14]1[C:18]3[CH2:19][N:20](C(OC(C)(C)C)=O)[CH2:21][CH2:22][C:17]=3[N:16]([CH:30]3[CH2:35][CH2:34][O:33][CH2:32][CH2:31]3)[N:15]=1)[CH2:7][CH2:6][CH2:5]2.FC(F)(F)C(O)=O.